Dataset: Experimentally validated miRNA-target interactions with 360,000+ pairs, plus equal number of negative samples. Task: Binary Classification. Given a miRNA mature sequence and a target amino acid sequence, predict their likelihood of interaction. (1) The miRNA is hsa-miR-1295b-5p with sequence CACCCAGAUCUGCGGCCUAAU. The protein sequence of the target gene is MAASQLAALEGEELGAGEPALTKASPAVLYSEGQRLALEALLSSGEETFWACVQQERLPPFLSADEAQALATAAEDWLVPSQEPGAAGTGTAITDGDVGSLTYWPRQSEEPAPLLRLGWPEDTAWKGITRAQLYTQPPGEGQPPIKELVHQEIQAARKLVAVVMDVFTDPDLLRDMVDAATRRWIPVYLLLDHQHLPAFLALAQQLGVNLWTTENLDIRTVQGHTFQSRRRRQVSGHVREKFVLLDGDRVISGSYSFTWSDSRLHRSLVTLLTGEIADAFNQEFRVLYAASRPLSAAPAR.... Result: 0 (no interaction). (2) The miRNA is hsa-miR-552-5p with sequence GUUUAACCUUUUGCCUGUUGG. Result: 0 (no interaction). The protein sequence of the target gene is MLARAPPRRPPRLVLLRLLLLHLLLLALRARCLSAEPGQGAQTWARFARAPAPEAAGLLHDTFPDGFLWAVGSAAYQTEGGWRQHGKGASIWDTFTHHSGAAPSDSPIVVAPSGAPSPPLSSTGDVASDSYNNVYRDTEGLRELGVTHYRFSISWARVLPNGTAGTPNREGLRYYRRLLERLRELGVQPVVTLYHWDLPQRLQDTYGGWANRALADHFRDYAELCFRHFGGQVKYWITIDNPYVVAWHGYATGRLAPGVRGSSRLGYLVAHNLLLAHAKVWHLYNTSFRPTQGGRVSIAL.... (3) The miRNA is hsa-miR-486-3p with sequence CGGGGCAGCUCAGUACAGGAU. The protein sequence of the target gene is MPRLPVKKIRKQMKLLLLLLLLSCAAWLTYVHLGLVRQGRALRQRLGYGRDGEKLTSETDGRGVHAAPSTQRAEDSSESREEEQAPEGRDLDMLFPGGAGRLPLNFTHQTPPWREEYKGQVNLHVFEDWCGGAVGHLRRNLHFPLFPHTRTTVKKLAVSPKWKNYGLRIFGFIHPARDGDVQFSVASDDNSEFWLSLDESPAAAQLVAFVGKTGSEWTAPGEFTKFSSQVSKPRRLMASRRYYFELLHKQDDRGSDHVEVGWRAFLPGLKFEVISSAHISLYTDESALKMDHVAHVPQSP.... Result: 1 (interaction). (4) The miRNA is hsa-miR-514b-5p with sequence UUCUCAAGAGGGAGGCAAUCAU. The protein sequence of the target gene is MDPQPPPPAQGSPPHRDRGRGRGRGRGRGRGRGRGRGGAGAPRAPLPCPTCGRLFRFPYYLSRHRLSHSGLRPHACPLCPKAFRRPAHLSRHLRGHGPQPPLRCAACPRTFPEPAQLRRHLAQEHAGSEVDLSTQRAVKEEPEASWGPQDEGVEQPATVVVAGAEEEATTQWPAGDSAPAAVPTSTDPRESEAKEAEAGAAELRAELALAAGRQEEKQVLLQADWTLLCLRCREAFATKGELKAHPCLRPEGEQEGEGGPPPRPKRHQCSICLKAFARPWSLSRHRLVHSTDRPFVCPDC.... Result: 0 (no interaction). (5) The miRNA is hsa-miR-485-5p with sequence AGAGGCUGGCCGUGAUGAAUUC. The protein sequence of the target gene is MAEQLALVIGGTIGGLLLLLLIGASCCLWRRFCATLTYEELPGTPAMATTAASSGQRDRPCQPHARTQLSRPPAVPFVVPPTLQGRDWVPLHSGEWADAPWDPCPASELLPHTSSGGLGDACMVGAINPELYKFPEDKSETDFPDGCLGRLWFSVEYEQEAERLLVGLIKAQHLQAPSETCSPLVKLYLLPDERRFLQSKTKRKTSNPQFDEHFIFQVSSKTITQRVLKFSVYHVDRQRKHQLLGQVLFPLKNETLVGDCRRVIWRDLEAESLEPPSEFGDLQFCLSYNDYLSRLTVVVL.... Result: 1 (interaction). (6) The miRNA is mmu-miR-6973a-3p with sequence CACUCUAACCCUACCUACCCAU. The protein sequence of the target gene is MEFPDLGAHCSEPSCQRLDFLPLKCDACSGIFCADHVAYAQHHCGSAYQKDIQVPVCPLCNVPVPVARGEPPDRAVGEHIDRDCRSDPAQQKRKIFTNKCERAGCRQREMMKLTCERCSRNFCIKHRHPLDHDCSGEGHPTSRAGLAAISRAQAVASTSTVPSPSQTMPSCTSPSRATTRSPSWTAPPVIALQNGLSEDEALQRALEMSLAETKPQVPSCQEEEDLALAQALSASEAEYQRQQAQSRSSKPSNCSLC. Result: 0 (no interaction). (7) The miRNA is hsa-miR-890 with sequence UACUUGGAAAGGCAUCAGUUG. The protein sequence of the target gene is MHSTTPISSLFSFTSPAVKRLLGWKQGDEEEKWAEKAVDSLVKKLKKKKGAMDELERALSCPGQPSKCVTIPRSLDGRLQVSHRKGLPHVIYCRVWRWPDLQSHHELKPLECCEFPFGSKQKEVCINPYHYRRVETPVLPPVLVPRHSEYNPQLSLLAKFRSASLHSEPLMPHNATYPDSFQQPPCSALPPSPSHAFSQSPCTASYPHSPGSPSEPESPYQHSVDTPPLPYHATEASETQSGQPVDATADRHVVLSIPNGDFRPVCYEEPQHWCSVAYYELNNRVGETFQASSRSVLIDG.... Result: 1 (interaction). (8) The miRNA is cel-miR-1821-3p with sequence UGAGGUCUUAUAGUUAGGUAGA. The protein sequence of the target gene is MSFLLPKLTSKKEVDQAIKSTAEKVLVLRFGRDEDPVCLQLDDILSKTSSDLSKMAAIYLVDVDQTAVYTQYFDISYIPSTVFFFNGQHMKVDYGSPDHTKFVGSFKTKQDFIDLIEVIYRGAMRGKLIVQSPIDPKNIPKYDLLYQDI. Result: 0 (no interaction). (9) The miRNA is hsa-miR-4438 with sequence CACAGGCUUAGAAAAGACAGU. The protein sequence of the target gene is MALPTLPSYWCSQQRLNQQLARQREQEARLRQQWEQNSRYFRMSDICSSKQAEWSSKTSYQRSMHAYQREKMKEEKRRSLEARREKLRQLMQEEQDLLARELEELRLSMNLQERRIREQHGKLKSAKEEQRKLIAEQLLYEHWKKNNPKLREMELDLHQKHVVNSWEMQKEEKKQQEATAEQENKRYENEYERARREALERMKAEEERRQLEDKLQAEALLQQMEELKLKEVEATKLKKEQENLLKQRWELERLEEERKQMEAFRQKAELGRFLRHQYNAQLSRRTQQIQEELEADRRIL.... Result: 1 (interaction). (10) The miRNA is hsa-miR-6499-3p with sequence AGCAGUGUUUGUUUUGCCCACA. The protein sequence of the target gene is MLRFYLFISLLCLSRSDAEETCPSFTRLSFHSAVVGTGLNVRLMLYTRKNLTCAQTINSSAFGNLNVTKKTTFIVHGFRPTGSPPVWMDDLVKGLLSVEDMNVVVVDWNRGATTLIYTHASSKTRKVAMVLKEFIDQMLAEGASLDDIYMIGVSLGAHISGFVGEMYDGWLGRITGLDPAGPLFNGKPHQDRLDPSDAQFVDVIHSDTDALGYKEPLGNIDFYPNGGLDQPGCPKTILGGFQYFKCDHQRSVYLYLSSLRESCTITAYPCDSYQDYRNGKCVSCGTSQKESCPLLGYYAD.... Result: 1 (interaction).